Task: Predict the reactants needed to synthesize the given product.. Dataset: Full USPTO retrosynthesis dataset with 1.9M reactions from patents (1976-2016) (1) Given the product [F:1][C:2]1[C:10]2[O:9][C:8]([CH3:12])([CH3:11])[CH2:7][C:6]=2[CH:5]=[C:4]([OH:16])[CH:3]=1, predict the reactants needed to synthesize it. The reactants are: [F:1][C:2]1[C:10]2[O:9][C:8]([CH3:12])([CH3:11])[CH2:7][C:6]=2[CH:5]=[C:4](B(O)O)[CH:3]=1.[OH:16]OS([O-])=O.[K+].S([O-])([O-])(=O)=S.[Na+].[Na+]. (2) The reactants are: C(Cl)(=O)C(Cl)=O.CS(C)=O.[C:11]1([CH2:17][CH2:18][OH:19])([CH2:14][CH2:15][OH:16])[CH2:13][CH2:12]1.C(N(CC)CC)C. Given the product [C:11]1([CH2:17][CH:18]=[O:19])([CH2:14][CH:15]=[O:16])[CH2:13][CH2:12]1, predict the reactants needed to synthesize it. (3) The reactants are: [F:1][C:2]1[CH:7]=[C:6]([N+:8]([O-:10])=[O:9])[CH:5]=[CH:4][C:3]=1[CH3:11].BrN1C(=O)CCC1=O.[NH:20]1[CH2:25][CH2:24][O:23][CH2:22][CH2:21]1. Given the product [F:1][C:2]1[CH:7]=[C:6]([N+:8]([O-:10])=[O:9])[CH:5]=[CH:4][C:3]=1[CH2:11][N:20]1[CH2:25][CH2:24][O:23][CH2:22][CH2:21]1, predict the reactants needed to synthesize it. (4) Given the product [C:25]([S:27][CH:18]1[CH2:17][N:16]([C:13]2[S:14][CH:15]=[C:11]([CH2:10][NH:9][C:1](=[O:8])[C:2]3[CH:3]=[CH:4][CH:5]=[CH:6][CH:7]=3)[N:12]=2)[CH2:19]1)(=[O:28])[CH3:26], predict the reactants needed to synthesize it. The reactants are: [C:1]([NH:9][CH2:10][C:11]1[N:12]=[C:13]([N:16]2[CH2:19][CH:18](OS(C)(=O)=O)[CH2:17]2)[S:14][CH:15]=1)(=[O:8])[C:2]1[CH:7]=[CH:6][CH:5]=[CH:4][CH:3]=1.[C:25]([O-:28])(=[S:27])[CH3:26].[K+].C(OCC)(=O)C. (5) Given the product [C:1]([C:3]#[C:4][C:5]1[CH:17]=[CH:16][C:8]([C:9]([OH:11])=[O:10])=[CH:7][CH:6]=1)#[N:2], predict the reactants needed to synthesize it. The reactants are: [C:1]([C:3]#[C:4][C:5]1[CH:17]=[CH:16][C:8]([C:9]([O:11]C(C)(C)C)=[O:10])=[CH:7][CH:6]=1)#[N:2].C(O)(C(F)(F)F)=O.